Dataset: Reaction yield outcomes from USPTO patents with 853,638 reactions. Task: Predict the reaction yield, written as a fraction of the theoretical maximum amount of product (1.0 means a 100% yield; for example, 0.34 means a 34% yield). (1) The reactants are Br[C:2]1[CH:17]=[CH:16][C:5]2[N:6]([CH3:15])[C:7]([C:9]3[CH:14]=[CH:13][CH:12]=[CH:11][CH:10]=3)=[N:8][C:4]=2[CH:3]=1.[Cl:18][C:19]1[CH:24]=[CH:23][C:22](B(O)O)=[CH:21][CH:20]=1.C(=O)([O-])[O-].[Na+].[Na+]. The catalyst is C1C=CC([P]([Pd]([P](C2C=CC=CC=2)(C2C=CC=CC=2)C2C=CC=CC=2)([P](C2C=CC=CC=2)(C2C=CC=CC=2)C2C=CC=CC=2)[P](C2C=CC=CC=2)(C2C=CC=CC=2)C2C=CC=CC=2)(C2C=CC=CC=2)C2C=CC=CC=2)=CC=1.COCCOC. The product is [Cl:18][C:19]1[CH:24]=[CH:23][C:22]([C:2]2[CH:17]=[CH:16][C:5]3[N:6]([C:15]4[CH:16]=[CH:17][CH:2]=[CH:3][CH:4]=4)[C:7]([C:9]4[CH:14]=[CH:13][CH:12]=[CH:11][CH:10]=4)=[N:8][C:4]=3[CH:3]=2)=[CH:21][CH:20]=1. The yield is 0.870. (2) The reactants are [Br:1][C:2]1[CH:10]=[CH:9][C:5]([C:6]([OH:8])=[O:7])=[C:4]([N+:11]([O-:13])=[O:12])[CH:3]=1.[CH2:14]1CCN2C(=NCCC2)CC1.CI.O. The catalyst is CN(C=O)C. The product is [CH3:14][O:7][C:6](=[O:8])[C:5]1[CH:9]=[CH:10][C:2]([Br:1])=[CH:3][C:4]=1[N+:11]([O-:13])=[O:12]. The yield is 0.980. (3) The reactants are [C:1]([N:9]1[CH2:14][CH2:13][C:12]([CH2:16][N:17]2[C:22](=[O:23])[C:21]3[CH:24]=[N:25][N:26]([C:27]4[CH:32]=[CH:31][CH:30]=[CH:29][C:28]=4[O:33]C)[C:20]=3[N:19]=[CH:18]2)([OH:15])[CH2:11][CH2:10]1)(=[O:8])[C:2]1[CH:7]=[CH:6][CH:5]=[CH:4][CH:3]=1.B(Br)(Br)Br. The catalyst is ClCCl. The product is [C:1]([N:9]1[CH2:14][CH2:13][C:12]([CH2:16][N:17]2[C:22](=[O:23])[C:21]3[CH:24]=[N:25][N:26]([C:27]4[CH:32]=[CH:31][CH:30]=[CH:29][C:28]=4[OH:33])[C:20]=3[N:19]=[CH:18]2)([OH:15])[CH2:11][CH2:10]1)(=[O:8])[C:2]1[CH:7]=[CH:6][CH:5]=[CH:4][CH:3]=1. The yield is 0.0900. (4) The reactants are [C:1]([O:5][C:6]([NH:8][CH2:9]/[C:10](/[F:31])=[CH:11]\[CH2:12][O:13][Si](C(C)(C)C)(C1C=CC=CC=1)C1C=CC=CC=1)=[O:7])([CH3:4])([CH3:3])[CH3:2].O.O.O.[F-].C([N+](CCCC)(CCCC)CCCC)CCC. The catalyst is C1COCC1.O.CCOC(C)=O. The product is [C:1]([O:5][C:6]([NH:8]/[CH:9]=[C:10](/[F:31])\[CH2:11][CH2:12][OH:13])=[O:7])([CH3:4])([CH3:2])[CH3:3]. The yield is 0.910. (5) The reactants are [Cl:1][C:2]1[CH:3]=[N:4][N:5]([CH3:16])[C:6]=1[C:7]1[CH:8]=[C:9]([C:13]([OH:15])=O)[O:10][C:11]=1[CH3:12].[NH2:17][C@@H:18]([CH2:31][C:32]1[CH:37]=[CH:36][C:35]([F:38])=[C:34]([F:39])[CH:33]=1)[CH2:19][N:20]1[C:28](=[O:29])[C:27]2[C:22](=[CH:23][CH:24]=[CH:25][CH:26]=2)[C:21]1=[O:30].C(N(CC)C(C)C)(C)C.F[P-](F)(F)(F)(F)F.Br[P+](N1CCCC1)(N1CCCC1)N1CCCC1. The catalyst is C(Cl)Cl. The product is [Cl:1][C:2]1[CH:3]=[N:4][N:5]([CH3:16])[C:6]=1[C:7]1[CH:8]=[C:9]([C:13]([NH:17][C@H:18]([CH2:19][N:20]2[C:21](=[O:30])[C:22]3[C:27](=[CH:26][CH:25]=[CH:24][CH:23]=3)[C:28]2=[O:29])[CH2:31][C:32]2[CH:37]=[CH:36][C:35]([F:38])=[C:34]([F:39])[CH:33]=2)=[O:15])[O:10][C:11]=1[CH3:12]. The yield is 0.570. (6) The reactants are O[C:2]1[C:6]([CH3:15])([CH2:7][CH2:8][CH2:9][CH2:10][CH2:11][CH2:12][CH2:13][CH3:14])[S:5][C:4](=[O:16])[CH:3]=1.[C:17](Cl)(=[O:20])[CH2:18][CH3:19]. No catalyst specified. The product is [C:17]([C:2]1[C:6]([CH3:15])([CH2:7][CH2:8][CH2:9][CH2:10][CH2:11][CH2:12][CH2:13][CH3:14])[S:5][C:4](=[O:16])[CH:3]=1)(=[O:20])[CH2:18][CH3:19]. The yield is 0.470. (7) The reactants are C([O:3][C:4]([C:6]1[C:7]([C:12]2[CH:17]=[CH:16][CH:15]=[C:14]([Cl:18])[CH:13]=2)=[N:8][O:9][C:10]=1[CH3:11])=[O:5])C.[OH-].[Na+].Cl.O. The catalyst is C(O)C. The product is [Cl:18][C:14]1[CH:13]=[C:12]([C:7]2[C:6]([C:4]([OH:5])=[O:3])=[C:10]([CH3:11])[O:9][N:8]=2)[CH:17]=[CH:16][CH:15]=1. The yield is 0.970. (8) The reactants are [Cl:1][C:2]1[CH:3]=[C:4]([CH:9]2[C:18]3[C:13](=[CH:14][C:15]([C:20]4[CH:28]=[CH:27][C:23]([C:24]([NH2:26])=[O:25])=[CH:22][CH:21]=4)=[C:16]([F:19])[CH:17]=3)[CH2:12][NH:11][CH2:10]2)[CH:5]=[CH:6][C:7]=1[Cl:8].[C:29]([OH:38])(=[O:37])[C@@H:30]([C@H:32]([C:34]([OH:36])=[O:35])[OH:33])[OH:31]. The catalyst is C(#N)C.O. The product is [C:34]([C@@H:32]([C@H:30]([C:29]([OH:38])=[O:37])[OH:31])[OH:33])([OH:36])=[O:35].[Cl:1][C:2]1[CH:3]=[C:4]([CH:9]2[C:18]3[C:13](=[CH:14][C:15]([C:20]4[CH:28]=[CH:27][C:23]([C:24]([NH2:26])=[O:25])=[CH:22][CH:21]=4)=[C:16]([F:19])[CH:17]=3)[CH2:12][NH:11][CH2:10]2)[CH:5]=[CH:6][C:7]=1[Cl:8]. The yield is 1.00. (9) The reactants are [CH2:1]([O:8][C:9]1[C:14]([CH2:15][N:16]2[CH2:25][CH2:24][C:23]3[C:18](=[C:19]([Cl:28])[C:20](Br)=[CH:21][C:22]=3[Cl:26])[C:17]2=[O:29])=[C:13]([CH3:30])[CH:12]=[C:11]([CH3:31])[N:10]=1)[C:2]1[CH:7]=[CH:6][CH:5]=[CH:4][CH:3]=1.C([Mg]Cl)(C)C.[Li+].[Cl-].[C:39]([N:46]1[CH2:51][CH2:50][CH:49]([CH:52]=[O:53])[CH2:48][CH2:47]1)([O:41][C:42]([CH3:45])([CH3:44])[CH3:43])=[O:40]. The catalyst is O1CCCC1.O1CCOCC1. The product is [CH2:1]([O:8][C:9]1[C:14]([CH2:15][N:16]2[CH2:25][CH2:24][C:23]3[C:18](=[C:19]([Cl:28])[C:20]([CH:52]([OH:53])[CH:49]4[CH2:50][CH2:51][N:46]([C:39]([O:41][C:42]([CH3:44])([CH3:43])[CH3:45])=[O:40])[CH2:47][CH2:48]4)=[CH:21][C:22]=3[Cl:26])[C:17]2=[O:29])=[C:13]([CH3:30])[CH:12]=[C:11]([CH3:31])[N:10]=1)[C:2]1[CH:7]=[CH:6][CH:5]=[CH:4][CH:3]=1. The yield is 0.590. (10) The reactants are [C:1]([C:5]1[CH:6]=[C:7]([CH:12]=[CH:13][C:14]=1OS(C(F)(F)F)(=O)=O)[C:8]([O:10][CH3:11])=[O:9])([CH3:4])([CH3:3])[CH3:2].CN(C=O)C.[F:28][C:29]1[CH:34]=[CH:33][C:32]([O:35][CH3:36])=[CH:31][C:30]=1B(O)O.C(=O)([O-])[O-].[K+].[K+]. The catalyst is O.C1C=CC([P]([Pd]([P](C2C=CC=CC=2)(C2C=CC=CC=2)C2C=CC=CC=2)([P](C2C=CC=CC=2)(C2C=CC=CC=2)C2C=CC=CC=2)[P](C2C=CC=CC=2)(C2C=CC=CC=2)C2C=CC=CC=2)(C2C=CC=CC=2)C2C=CC=CC=2)=CC=1. The product is [CH3:4][C:1]([C:5]1[CH:6]=[C:7]([C:8]([O:10][CH3:11])=[O:9])[CH:12]=[CH:13][C:14]=1[C:30]1[CH:31]=[C:32]([O:35][CH3:36])[CH:33]=[CH:34][C:29]=1[F:28])([CH3:2])[CH3:3]. The yield is 0.710.